Regression. Given a peptide amino acid sequence and an MHC pseudo amino acid sequence, predict their binding affinity value. This is MHC class II binding data. From a dataset of Peptide-MHC class II binding affinity with 134,281 pairs from IEDB. (1) The MHC is DRB3_0101 with pseudo-sequence DRB3_0101. The peptide sequence is NGSQFFLCTAKTAWL. The binding affinity (normalized) is 0.558. (2) The peptide sequence is ENYLDYMISMKRFKN. The MHC is DRB1_1101 with pseudo-sequence DRB1_1101. The binding affinity (normalized) is 0.788. (3) The peptide sequence is GWPYIGSRSQILGRS. The MHC is DRB1_0701 with pseudo-sequence DRB1_0701. The binding affinity (normalized) is 0.841. (4) The peptide sequence is SQDLELSENLNGLQAY. The MHC is DRB1_0401 with pseudo-sequence DRB1_0401. The binding affinity (normalized) is 0.510.